Dataset: Forward reaction prediction with 1.9M reactions from USPTO patents (1976-2016). Task: Predict the product of the given reaction. Given the reactants [Br:1][C:2]1[CH:7]=[CH:6][C:5]([OH:8])=[CH:4][C:3]=1[F:9].C([O-])([O-])=O.[K+].[K+].Br[CH2:17][CH2:18][O:19][Si:20]([C:23]([CH3:26])([CH3:25])[CH3:24])([CH3:22])[CH3:21], predict the reaction product. The product is: [Br:1][C:2]1[CH:7]=[CH:6][C:5]([O:8][CH2:17][CH2:18][O:19][Si:20]([C:23]([CH3:26])([CH3:25])[CH3:24])([CH3:22])[CH3:21])=[CH:4][C:3]=1[F:9].